From a dataset of Catalyst prediction with 721,799 reactions and 888 catalyst types from USPTO. Predict which catalyst facilitates the given reaction. (1) Reactant: [CH:1]1([CH2:4][N:5]([CH2:36][CH:37]2[CH2:39][CH2:38]2)[C:6]2[N:11]=[C:10]3[N:12]([CH3:16])[C:13]([CH3:15])=[N:14][C:9]3=[CH:8][C:7]=2[CH2:17][N:18]([CH2:21][C:22]2[CH:27]=[C:26]([C:28]([F:31])([F:30])[F:29])[CH:25]=[C:24]([C:32]([F:35])([F:34])[F:33])[CH:23]=2)[C:19]#[N:20])[CH2:3][CH2:2]1.[N-:40]=[N+:41]=[N-:42].[Na+].[Cl-].[NH4+]. Product: [F:35][C:32]([F:33])([F:34])[C:24]1[CH:23]=[C:22]([CH:27]=[C:26]([C:28]([F:30])([F:29])[F:31])[CH:25]=1)[CH2:21][N:18]([CH2:17][C:7]1[CH:8]=[C:9]2[N:14]=[C:13]([CH3:15])[N:12]([CH3:16])[C:10]2=[N:11][C:6]=1[N:5]([CH2:4][CH:1]1[CH2:2][CH2:3]1)[CH2:36][CH:37]1[CH2:39][CH2:38]1)[C:19]1[N:40]=[N:41][NH:42][N:20]=1. The catalyst class is: 39. (2) Reactant: [Br:1][C:2]1[CH:3]=[CH:4][C:5]([NH:8][NH2:9])=[N:6][CH:7]=1.[CH3:10][O:11][C:12]1[CH:20]=[CH:19][CH:18]=[CH:17][C:13]=1[C:14](O)=[O:15].F[P-](F)(F)(F)(F)F.N1(O[P+](N(C)C)(N(C)C)N(C)C)C2C=CC=CC=2N=N1.CN1CCOCC1. Product: [Br:1][C:2]1[CH:3]=[CH:4][C:5]([N:8]([C:14](=[O:15])[C:13]2[CH:17]=[CH:18][CH:19]=[CH:20][C:12]=2[O:11][CH3:10])[NH2:9])=[N:6][CH:7]=1. The catalyst class is: 4.